From a dataset of Reaction yield outcomes from USPTO patents with 853,638 reactions. Predict the reaction yield, written as a fraction of the theoretical maximum amount of product (1.0 means a 100% yield; for example, 0.34 means a 34% yield). (1) The reactants are C([CH:3]1[CH2:8][N:7]([C:9]2[CH:14]=[CH:13][C:12](I)=[CH:11][CH:10]=2)[C:6](=[O:16])[C:5]2[N:17]([C:23]3[CH:28]=[CH:27][C:26]([O:29][CH3:30])=[CH:25][CH:24]=3)[N:18]=[C:19]([C:20]([NH2:22])=[O:21])[C:4]1=2)C.C(OC([N:41]1[CH2:46][CH2:45][NH:44][C:43](=[O:47])[CH2:42]1)=O)C1C=CC=CC=1.C([O-])([O-])=O.[K+].[K+].CS(C)=O. The catalyst is CCOC(C)=O.O.[Cu]I. The product is [CH3:30][O:29][C:26]1[CH:25]=[CH:24][C:23]([N:17]2[C:5]3[C:6](=[O:16])[N:7]([C:9]4[CH:10]=[CH:11][C:12]([N:44]5[CH2:45][CH2:46][NH:41][CH2:42][C:43]5=[O:47])=[CH:13][CH:14]=4)[CH2:8][CH2:3][C:4]=3[C:19]([C:20]([NH2:22])=[O:21])=[N:18]2)=[CH:28][CH:27]=1. The yield is 0.330. (2) The reactants are [CH3:1][O:2][C:3]1[C:12]([C:13]([O:15]CC)=[O:14])=[C:11]([O:18][CH3:19])[C:10]2[C:5](=[CH:6][CH:7]=[CH:8][CH:9]=2)[N:4]=1.Cl. The catalyst is [OH-].[Na+]. The product is [CH3:1][O:2][C:3]1[C:12]([C:13]([OH:15])=[O:14])=[C:11]([O:18][CH3:19])[C:10]2[C:5](=[CH:6][CH:7]=[CH:8][CH:9]=2)[N:4]=1. The yield is 0.500. (3) The reactants are [CH2:1]([O:3][C:4](=[O:39])[CH2:5][CH2:6][CH2:7][O:8][C:9]1[CH:14]=[CH:13][CH:12]=[C:11]([CH2:15][CH2:16][CH2:17][CH2:18][CH2:19][CH2:20][O:21][C:22]2[CH:27]=[C:26]([N+:28]([O-:30])=[O:29])[CH:25]=[C:24](I)[CH:23]=2)[C:10]=1[CH2:32][CH2:33][C:34]([O:36][CH2:37][CH3:38])=[O:35])[CH3:2].[O:40]1[C:44]2[CH:45]=[CH:46][C:47](B(O)O)=[CH:48][C:43]=2[O:42][CH2:41]1. No catalyst specified. The product is [CH2:1]([O:3][C:4](=[O:39])[CH2:5][CH2:6][CH2:7][O:8][C:9]1[CH:14]=[CH:13][CH:12]=[C:11]([CH2:15][CH2:16][CH2:17][CH2:18][CH2:19][CH2:20][O:21][C:22]2[CH:27]=[C:26]([N+:28]([O-:30])=[O:29])[CH:25]=[C:24]([C:47]3[CH:46]=[CH:45][C:44]4[O:40][CH2:41][O:42][C:43]=4[CH:48]=3)[CH:23]=2)[C:10]=1[CH2:32][CH2:33][C:34]([O:36][CH2:37][CH3:38])=[O:35])[CH3:2]. The yield is 0.730. (4) The reactants are [CH2:1]([O:3][C:4](=[O:14])[C:5](=[N:12]O)[C:6](=[O:11])[C:7]([F:10])([F:9])[F:8])[CH3:2].[ClH:15].[H][H]. The catalyst is C(O)C.[Pd]. The product is [ClH:15].[CH2:1]([O:3][C:4](=[O:14])[CH:5]([NH2:12])[C:6](=[O:11])[C:7]([F:8])([F:9])[F:10])[CH3:2]. The yield is 0.618. (5) The reactants are [Cl:1][C:2]1[CH:7]=[CH:6][C:5]([NH:8][C:9]([CH:11]2[CH2:16][C:15]([F:18])([F:17])[CH2:14][NH:13][CH2:12]2)=[O:10])=[CH:4][CH:3]=1.[CH3:19][N:20]1[C:24]([C:25]2[CH:26]=[C:27]([CH:31]=[CH:32][CH:33]=2)[C:28](O)=[O:29])=[CH:23][N:22]=[CH:21]1.Cl.CN(C)CCCN=C=NCC.C(N(CC)C(C)C)(C)C. The catalyst is C1COCC1.CN(C)C1C=CN=CC=1.C(OCC)(=O)C. The product is [Cl:1][C:2]1[CH:3]=[CH:4][C:5]([NH:8][C:9]([CH:11]2[CH2:16][C:15]([F:18])([F:17])[CH2:14][N:13]([C:28](=[O:29])[C:27]3[CH:31]=[CH:32][CH:33]=[C:25]([C:24]4[N:20]([CH3:19])[CH:21]=[N:22][CH:23]=4)[CH:26]=3)[CH2:12]2)=[O:10])=[CH:6][CH:7]=1. The yield is 0.960. (6) The reactants are Cl[C:2]1[C:7]2[C:8]([I:11])=[N:9][NH:10][C:6]=2[CH:5]=[CH:4][N:3]=1.[CH2:12]([NH2:14])[CH3:13]. No catalyst specified. The product is [CH2:12]([NH:14][C:2]1[C:7]2[C:8]([I:11])=[N:9][NH:10][C:6]=2[CH:5]=[CH:4][N:3]=1)[CH3:13]. The yield is 0.820. (7) The reactants are [Cl:1][C:2]1[CH:3]=[C:4]([N:10]2[C@@H:18]([C:19]3[O:20][C:21]([CH3:24])=[CH:22][CH:23]=3)[C@@H:17]3[C:12]([C:13]4[CH:28]=[CH:27][C:26]([C:29]([OH:31])=O)=[CH:25][C:14]=4[CH2:15][CH2:16]3)=[N:11]2)[CH:5]=[CH:6][C:7]=1[C:8]#[N:9].Cl.[CH3:33][S:34]([CH2:37][CH2:38][NH2:39])(=[O:36])=[O:35]. The catalyst is O. The product is [Cl:1][C:2]1[CH:3]=[C:4]([N:10]2[C@@H:18]([C:19]3[O:20][C:21]([CH3:24])=[CH:22][CH:23]=3)[C@@H:17]3[C:12]([C:13]4[CH:28]=[CH:27][C:26]([C:29]([NH:39][CH2:38][CH2:37][S:34]([CH3:33])(=[O:36])=[O:35])=[O:31])=[CH:25][C:14]=4[CH2:15][CH2:16]3)=[N:11]2)[CH:5]=[CH:6][C:7]=1[C:8]#[N:9]. The yield is 0.700. (8) The reactants are [CH3:1][O:2][C:3]1[CH:4]=[C:5]([CH:10]=[CH:11][C:12]([NH:14][CH:15]([C:27]([O:29]C)=[O:28])[CH2:16][C:17]2[C:25]3[C:20](=[CH:21][CH:22]=[C:23]([OH:26])[CH:24]=3)[NH:19][CH:18]=2)=[O:13])[CH:6]=[CH:7][C:8]=1[OH:9].Cl.COC(=O)[C@H](CC1C2C(=CC=C(O)C=2)NC=1)N. The catalyst is O.[OH-].[Na+].CN(C)C=O. The product is [CH3:1][O:2][C:3]1[CH:4]=[C:5]([CH:10]=[CH:11][C:12]([NH:14][CH:15]([C:27]([OH:29])=[O:28])[CH2:16][C:17]2[C:25]3[C:20](=[CH:21][CH:22]=[C:23]([OH:26])[CH:24]=3)[NH:19][CH:18]=2)=[O:13])[CH:6]=[CH:7][C:8]=1[OH:9]. The yield is 0.154. (9) The reactants are [CH3:1][O:2][C:3]1[CH:12]=[C:11]2[C:6]([C:7]([O:13][CH2:14][C:15]3[N:19]4[CH:20]=[C:21](C#N)[CH:22]=[CH:23][C:18]4=[N:17][N:16]=3)=[CH:8][CH:9]=[N:10]2)=[CH:5][CH:4]=1.[C:26](=[O:29])([O-])[O-:27].[Na+].[Na+]. The catalyst is S(=O)(=O)(O)O.O. The product is [CH3:1][O:2][C:3]1[CH:12]=[C:11]2[C:6]([C:7]([O:13][CH2:14][C:15]3[N:19]4[CH:20]=[C:21]([C:26]([OH:27])=[O:29])[CH:22]=[CH:23][C:18]4=[N:17][N:16]=3)=[CH:8][CH:9]=[N:10]2)=[CH:5][CH:4]=1. The yield is 0.890. (10) The reactants are Br[C:2]1[CH:7]=[CH:6][C:5]([NH:8][C:9]([C:11]2[NH:12][CH:13]=[C:14]([C:16]#[N:17])[N:15]=2)=[O:10])=[C:4]([C:18]2[CH2:23][CH2:22][C:21]([CH3:25])([CH3:24])[CH2:20][CH:19]=2)[CH:3]=1.C([Mg]Cl)(C)C.[Li]C(C)(C)C.[O:36]1[CH2:41][CH2:40][C:39](=[O:42])[CH2:38][CH2:37]1. The catalyst is C1COCC1. The product is [CH3:24][C:21]1([CH3:25])[CH2:22][CH2:23][C:18]([C:4]2[CH:3]=[C:2]([C:39]3([OH:42])[CH2:40][CH2:41][O:36][CH2:37][CH2:38]3)[CH:7]=[CH:6][C:5]=2[NH:8][C:9]([C:11]2[NH:15][C:14]([C:16]#[N:17])=[CH:13][N:12]=2)=[O:10])=[CH:19][CH2:20]1. The yield is 0.790.